Dataset: Forward reaction prediction with 1.9M reactions from USPTO patents (1976-2016). Task: Predict the product of the given reaction. (1) Given the reactants [Cl:1][C:2]1[CH:3]=[C:4]([C:9]2[CH2:13][C:12]([O:18][CH3:19])([C:14]([O:16]C)=[O:15])[O:11][N:10]=2)[CH:5]=[C:6]([Cl:8])[CH:7]=1.[Li+].[OH-], predict the reaction product. The product is: [Cl:1][C:2]1[CH:3]=[C:4]([C:9]2[CH2:13][C:12]([O:18][CH3:19])([C:14]([OH:16])=[O:15])[O:11][N:10]=2)[CH:5]=[C:6]([Cl:8])[CH:7]=1. (2) Given the reactants [OH-].[K+].Cl.[NH2:4][CH:5]([CH2:11][C:12]([F:15])([F:14])[F:13])[C:6]([O:8]CC)=[O:7].[C:16](#[N:19])[CH:17]=[CH2:18], predict the reaction product. The product is: [C:16]([CH2:17][CH2:18][NH:4][CH:5]([CH2:11][C:12]([F:13])([F:14])[F:15])[C:6]([OH:8])=[O:7])#[N:19]. (3) Given the reactants [CH3:1][CH:2]([CH3:23])[CH2:3][C@@H:4]([NH:8][S:9]([CH2:12][C:13]1[CH:22]=[CH:21][C:20]2[C:15](=[CH:16][CH:17]=[CH:18][CH:19]=2)[CH:14]=1)(=[O:11])=[O:10])[C:5](O)=[O:6].C(Cl)CCl.C1C=NC2[N:34]([OH:37])N=NC=2C=1.Cl.NO.CN1CCOCC1, predict the reaction product. The product is: [OH:37][NH:34][C:5](=[O:6])[C@H:4]([NH:8][S:9]([CH2:12][C:13]1[CH:22]=[CH:21][C:20]2[C:15](=[CH:16][CH:17]=[CH:18][CH:19]=2)[CH:14]=1)(=[O:11])=[O:10])[CH2:3][CH:2]([CH3:23])[CH3:1].